From a dataset of Reaction yield outcomes from USPTO patents with 853,638 reactions. Predict the reaction yield, written as a fraction of the theoretical maximum amount of product (1.0 means a 100% yield; for example, 0.34 means a 34% yield). (1) The reactants are FC1(F)[CH2:7][CH2:6][N:5]([C:8]([C:10]2[NH:28][C:13]3=[N:14][CH:15]=[C:16]([O:18][CH:19]4[CH2:24][CH2:23][N:22]([CH:25]([CH3:27])[CH3:26])[CH2:21][CH2:20]4)[CH:17]=[C:12]3[CH:11]=2)=[O:9])[CH2:4][CH2:3]1.F[B-](F)(F)F.N1([O:44]C(N(C)C)=[N+](C)C)C2C=CC=CC=2N=N1.N1CCOCC1.C(N(CC)C(C)C)(C)C. The catalyst is CN(C=O)C. The product is [CH:25]([N:22]1[CH2:23][CH2:24][CH:19]([O:18][C:16]2[CH:17]=[C:12]3[CH:11]=[C:10]([C:8]([N:5]4[CH2:4][CH2:3][O:44][CH2:7][CH2:6]4)=[O:9])[NH:28][C:13]3=[N:14][CH:15]=2)[CH2:20][CH2:21]1)([CH3:27])[CH3:26]. The yield is 0.700. (2) The reactants are [CH2:1]([N:5]([CH2:15][CH2:16][CH2:17][CH3:18])[C:6]([C:8]1[C:12]([Cl:13])=[C:11]([CH3:14])[NH:10][N:9]=1)=[O:7])[CH2:2][CH2:3][CH3:4].F[C:20]1[CH:27]=[CH:26][C:25]([O:28][CH3:29])=[CH:24][C:21]=1[C:22]#[N:23].C(=O)([O-])[O-].[Cs+].[Cs+]. The catalyst is CN(C)C=O. The product is [CH2:1]([N:5]([CH2:15][CH2:16][CH2:17][CH3:18])[C:6]([C:8]1[C:12]([Cl:13])=[C:11]([CH3:14])[N:10]([C:20]2[CH:27]=[CH:26][C:25]([O:28][CH3:29])=[CH:24][C:21]=2[C:22]#[N:23])[N:9]=1)=[O:7])[CH2:2][CH2:3][CH3:4]. The yield is 0.590. (3) The reactants are N[C:2]1[CH:3]=[C:4]([NH:12][C:13]([C:15]2[C:24](=[O:25])[C:23]3[C:18](=[CH:19][CH:20]=[CH:21][CH:22]=3)[NH:17][CH:16]=2)=[O:14])[CH:5]=[CH:6][C:7]=1[C:8]([CH3:11])([CH3:10])[CH3:9].[C:26](O)(=O)C.C=O.[C:32]([BH3-])#[N:33].[Na+]. The catalyst is C(Cl)Cl.CO.CCOCC. The product is [CH3:26][N:33]([CH3:32])[C:2]1[CH:3]=[C:4]([NH:12][C:13]([C:15]2[C:24](=[O:25])[C:23]3[C:18](=[CH:19][CH:20]=[CH:21][CH:22]=3)[NH:17][CH:16]=2)=[O:14])[CH:5]=[CH:6][C:7]=1[C:8]([CH3:11])([CH3:10])[CH3:9]. The yield is 0.170. (4) The reactants are C([O:4][C@H:5]1[C@H:20]([O:21]C(=O)C)[C@@H:19]([CH2:25][O:26]C(=O)C)[O:18][C@@H:7]([O:8][CH2:9][CH2:10][CH2:11][CH2:12][CH2:13][C:14]([O:16][CH3:17])=[O:15])[C@@H:6]1[N:30]1[C:34](=[O:35])[C:33]2=[CH:36][CH:37]=[CH:38][CH:39]=[C:32]2[C:31]1=[O:40])(=O)C.C[O-].[Na+].CO. The catalyst is CO. The product is [C:31]1(=[O:40])[N:30]([C@@H:6]2[C@@H:5]([OH:4])[C@H:20]([OH:21])[C@@H:19]([CH2:25][OH:26])[O:18][C@H:7]2[O:8][CH2:9][CH2:10][CH2:11][CH2:12][CH2:13][C:14]([O:16][CH3:17])=[O:15])[C:34](=[O:35])[C:33]2=[CH:36][CH:37]=[CH:38][CH:39]=[C:32]12. The yield is 0.990. (5) The reactants are [Na+].[O:2]=[S:3]1(=[O:17])[C:12]2[C:7](=[CH:8][CH:9]=[CH:10][N:11]=2)[NH:6][C:5]([CH2:13][C:14]([O-])=[O:15])=[N:4]1.C([O:20][C:21]([C@H:23]1[C@@H:28]([NH:29][CH2:30][C:31]2[CH:36]=[CH:35][C:34]([F:37])=[CH:33][CH:32]=2)[C@H:27]2[CH2:38][C@@H:24]1[CH2:25][CH2:26]2)=O)C.F[P-](F)(F)(F)(F)F.N1(OC(N(C)C)=[N+](C)C)C2N=CC=CC=2N=N1.C(N(CC)CC)C. The catalyst is CN(C)C=O.C(OCC)(=O)C. The product is [O:2]=[S:3]1(=[O:17])[C:12]2[C:7](=[CH:8][CH:9]=[CH:10][N:11]=2)[NH:6][C:5]([C:13]2[C:14](=[O:15])[N:29]([CH2:30][C:31]3[CH:32]=[CH:33][C:34]([F:37])=[CH:35][CH:36]=3)[C@@H:28]3[C@H:23]([C:21]=2[OH:20])[C@@H:24]2[CH2:38][C@H:27]3[CH2:26][CH2:25]2)=[N:4]1. The yield is 0.0690.